This data is from Full USPTO retrosynthesis dataset with 1.9M reactions from patents (1976-2016). The task is: Predict the reactants needed to synthesize the given product. (1) Given the product [C:18]([C:4]1[CH:3]=[C:2]([NH:1][C:31]([NH:30][C:24]2[CH:25]=[CH:26][CH:27]=[C:28]([Cl:29])[C:23]=2[Cl:22])=[O:32])[N:6]([C:7]2[CH:16]=[C:15]3[C:10]([C:11](=[O:17])[NH:12][CH:13]=[N:14]3)=[CH:9][CH:8]=2)[N:5]=1)([CH3:21])([CH3:20])[CH3:19], predict the reactants needed to synthesize it. The reactants are: [NH2:1][C:2]1[N:6]([C:7]2[CH:16]=[C:15]3[C:10]([C:11](=[O:17])[NH:12][CH:13]=[N:14]3)=[CH:9][CH:8]=2)[N:5]=[C:4]([C:18]([CH3:21])([CH3:20])[CH3:19])[CH:3]=1.[Cl:22][C:23]1[C:28]([Cl:29])=[CH:27][CH:26]=[CH:25][C:24]=1[N:30]=[C:31]=[O:32]. (2) Given the product [N:10]1[CH:11]=[CH:12][CH:13]=[CH:14][C:9]=1[CH:2]([C:1]#[N:5])[C:3]#[N:4], predict the reactants needed to synthesize it. The reactants are: [C:1](#[N:5])[CH2:2][C:3]#[N:4].[H-].[Na+].Br[C:9]1[CH:14]=[CH:13][CH:12]=[CH:11][N:10]=1.Cl. (3) Given the product [CH2:1]([O:3][C:4]([C:6]1[NH:7][C:8]2[C:13]([CH:14]=1)=[CH:12][CH:11]=[CH:10][CH:9]=2)=[O:5])[CH3:2].[NH2:28][C:25]1[CH:24]=[CH:23][C:22]([CH2:21][N:7]2[C:8]3[C:13](=[CH:12][CH:11]=[CH:10][CH:9]=3)[C:14]([C:15]3[CH:16]=[CH:17][CH:18]=[CH:19][CH:20]=3)=[CH:6]2)=[CH:27][CH:26]=1, predict the reactants needed to synthesize it. The reactants are: [CH2:1]([O:3][C:4]([C:6]1[N:7]([CH2:21][C:22]2[CH:27]=[CH:26][C:25]([N+:28]([O-])=O)=[CH:24][CH:23]=2)[C:8]2[C:13]([C:14]=1[C:15]1[CH:20]=[CH:19][CH:18]=[CH:17][CH:16]=1)=[CH:12][CH:11]=[CH:10][CH:9]=2)=[O:5])[CH3:2].C(O)(C(F)(F)F)=O. (4) Given the product [CH3:15][CH:16]1[CH2:21][CH2:20][CH2:19][N:18]([C:2]2[N:7]=[N:6][C:5]([NH2:8])=[N:4][C:3]=2[C:9]2[CH:14]=[CH:13][CH:12]=[CH:11][CH:10]=2)[CH2:17]1, predict the reactants needed to synthesize it. The reactants are: Br[C:2]1[N:7]=[N:6][C:5]([NH2:8])=[N:4][C:3]=1[C:9]1[CH:14]=[CH:13][CH:12]=[CH:11][CH:10]=1.[CH3:15][CH:16]1[CH2:21][CH2:20][CH2:19][NH:18][CH2:17]1. (5) Given the product [NH2:7][CH2:8][C:9]1[C:17]2[C:13](=[N:14][N:15]([CH2:18][C:19]([NH:20][C:21](=[O:33])[C:22]3[CH:27]=[CH:26][C:25]([O:28][C:29]([F:32])([F:31])[F:30])=[CH:24][CH:23]=3)([C:35]#[N:36])[CH3:34])[N:16]=2)[CH:12]=[C:11]([Cl:37])[CH:10]=1, predict the reactants needed to synthesize it. The reactants are: C(OC(=O)[NH:7][CH2:8][C:9]1[C:17]2[C:13](=[N:14][N:15]([CH2:18][C:19]([C:35]#[N:36])([CH3:34])[NH:20][C:21](=[O:33])[C:22]3[CH:27]=[CH:26][C:25]([O:28][C:29]([F:32])([F:31])[F:30])=[CH:24][CH:23]=3)[N:16]=2)[CH:12]=[C:11]([Cl:37])[CH:10]=1)(C)(C)C.C[Si](I)(C)C. (6) The reactants are: [C:1]([OH:22])(=O)[CH2:2][CH2:3][CH2:4]/[CH:5]=[CH:6]\[CH2:7]/[CH:8]=[CH:9]\[CH2:10]/[CH:11]=[CH:12]\[CH2:13]/[CH:14]=[CH:15]\[CH2:16][CH2:17][CH2:18][CH2:19][CH3:20].C(N([CH2:28][CH3:29])CC)C.ClC([O:33][CH2:34][CH2:35][CH2:36][CH3:37])=O.Cl.C(N([CH2:44][CH3:45])CC)C.Cl.Cl.[NH2:48][CH2:49][CH2:50][S:51][S:52][CH2:53][CH2:54][NH2:55].Cl. Given the product [C:34]([NH:48][CH2:49][CH2:50][S:51][S:52][CH2:53][CH2:54][NH:55][C:1](=[O:22])[CH2:2][CH2:3][CH2:4]/[CH:5]=[CH:6]\[CH2:7]/[CH:8]=[CH:9]\[CH2:10]/[CH:11]=[CH:12]\[CH2:13]/[CH:14]=[CH:15]\[CH2:16][CH2:17][CH2:18][CH2:19][CH3:20])(=[O:33])[CH2:35][CH2:36][CH2:37]/[CH:12]=[CH:11]\[CH2:10]/[CH:9]=[CH:8]\[CH2:7]/[CH:6]=[CH:5]\[CH2:4]/[CH:3]=[CH:2]\[CH2:1][CH2:44][CH2:45][CH2:28][CH3:29], predict the reactants needed to synthesize it. (7) Given the product [N:27]1([C:33]([O:24][C:23]2[CH:22]=[CH:21][C:20]([CH3:25])=[C:19]([CH3:26])[C:18]=2[C:11]2[C:10]([O:9][C:1](=[O:8])[C:2]3[CH:7]=[CH:6][CH:5]=[CH:4][CH:3]=3)=[CH:15][CH:14]=[C:13]([CH3:16])[C:12]=2[CH3:17])=[O:34])[CH2:32][CH2:31][CH2:30][CH2:29][CH2:28]1, predict the reactants needed to synthesize it. The reactants are: [C:1]([O:9][C:10]1[CH:15]=[CH:14][C:13]([CH3:16])=[C:12]([CH3:17])[C:11]=1[C:18]1[C:23]([OH:24])=[CH:22][CH:21]=[C:20]([CH3:25])[C:19]=1[CH3:26])(=[O:8])[C:2]1[CH:7]=[CH:6][CH:5]=[CH:4][CH:3]=1.[N:27]1([C:33](Cl)=[O:34])[CH2:32][CH2:31][CH2:30][CH2:29][CH2:28]1. (8) Given the product [OH:44][C:42]([C:41]([F:46])([F:45])[F:40])=[O:43].[NH2:7][CH2:8][CH2:9][CH2:10][C:11]1[CH:16]=[CH:15][C:14]([N:17]2[S:18](=[O:30])(=[O:29])[N:19]([CH2:23][CH2:24][Si:25]([CH3:26])([CH3:27])[CH3:28])[C:20](=[O:22])[CH2:21]2)=[C:13]([O:31][CH2:32][C:33]2[CH:34]=[CH:35][CH:36]=[CH:37][CH:38]=2)[CH:12]=1, predict the reactants needed to synthesize it. The reactants are: C(OC(=O)[NH:7][CH2:8][CH2:9][CH2:10][C:11]1[CH:16]=[CH:15][C:14]([N:17]2[CH2:21][C:20](=[O:22])[N:19]([CH2:23][CH2:24][Si:25]([CH3:28])([CH3:27])[CH3:26])[S:18]2(=[O:30])=[O:29])=[C:13]([O:31][CH2:32][C:33]2[CH:38]=[CH:37][CH:36]=[CH:35][CH:34]=2)[CH:12]=1)(C)(C)C.[F:40][C:41]([F:46])([F:45])[C:42]([OH:44])=[O:43]. (9) Given the product [CH3:1][N:2]1[C:6]2[C:11](=[CH:10][C:9]3[O:12][CH2:13][O:14][C:8]=3[CH:7]=2)[CH:15]([C:16]2[CH:21]=[CH:20][CH:19]=[CH:18][CH:17]=2)[NH:5][C:3]1=[O:4], predict the reactants needed to synthesize it. The reactants are: [CH3:1][N:2]([C:6]1[CH:11]=[CH:10][C:9]2[O:12][CH2:13][O:14][C:8]=2[CH:7]=1)[C:3]([NH2:5])=[O:4].[CH:15](=O)[C:16]1[CH:21]=[CH:20][CH:19]=[CH:18][CH:17]=1.CS(O)(=O)=O.C1(C)C=CC=CC=1. (10) Given the product [O:26]1[CH2:27][CH2:28][CH:24]([NH:23][C:3]([C:5]2[S:9][C:8](/[CH:10]=[CH:11]/[C:12]3[C:13]([CH2:18][CH2:19][CH2:20][CH3:21])=[N:14][O:15][C:16]=3[CH3:17])=[N:7][C:6]=2[CH3:22])=[O:4])[CH2:25]1, predict the reactants needed to synthesize it. The reactants are: CO[C:3]([C:5]1[S:9][C:8](/[CH:10]=[CH:11]/[C:12]2[C:13]([CH2:18][CH2:19][CH2:20][CH3:21])=[N:14][O:15][C:16]=2[CH3:17])=[N:7][C:6]=1[CH3:22])=[O:4].[NH2:23][CH:24]1[CH2:28][CH2:27][O:26][CH2:25]1.